This data is from Reaction yield outcomes from USPTO patents with 853,638 reactions. The task is: Predict the reaction yield, written as a fraction of the theoretical maximum amount of product (1.0 means a 100% yield; for example, 0.34 means a 34% yield). (1) The reactants are [F:1][C:2]1[N:7]=[CH:6][C:5](OB(O)O)=[CH:4][CH:3]=1.Br[C:13]1[CH:27]=[CH:26][C:16]([O:17][CH2:18][CH2:19][N:20]2[CH2:25][CH2:24][O:23][CH2:22][CH2:21]2)=[CH:15][CH:14]=1.C(=O)([O-])[O-].[Na+].[Na+].CC(OC)(C)C. The catalyst is O.COCCOC.C1C=CC([P]([Pd]([P](C2C=CC=CC=2)(C2C=CC=CC=2)C2C=CC=CC=2)([P](C2C=CC=CC=2)(C2C=CC=CC=2)C2C=CC=CC=2)[P](C2C=CC=CC=2)(C2C=CC=CC=2)C2C=CC=CC=2)(C2C=CC=CC=2)C2C=CC=CC=2)=CC=1. The product is [F:1][C:2]1[N:7]=[CH:6][C:5]([C:13]2[CH:27]=[CH:26][C:16]([O:17][CH2:18][CH2:19][N:20]3[CH2:25][CH2:24][O:23][CH2:22][CH2:21]3)=[CH:15][CH:14]=2)=[CH:4][CH:3]=1. The yield is 0.671. (2) The reactants are C(NC(C)C)(C)C.C([Li])CCC.CCCCCC.[C:19]1(=[N:25][N:26]([CH3:28])[CH3:27])[CH2:24][CH2:23][CH2:22][CH2:21][CH2:20]1.[CH3:29][O:30][C:31]([C@H:33]1[CH2:38][CH2:37][C@H:36]([C:39](Cl)=[O:40])[CH2:35][CH2:34]1)=[O:32].C(O)(=O)C. The catalyst is O1CCCC1. The product is [CH3:29][O:30][C:31]([C@H:33]1[CH2:38][CH2:37][C@H:36]([C:39]([CH:20]2[CH2:21][CH2:22][CH2:23][CH2:24][C:19]2=[N:25][N:26]([CH3:28])[CH3:27])=[O:40])[CH2:35][CH2:34]1)=[O:32]. The yield is 0.300. (3) The reactants are [C:1]([C:3]1[N:4]=[CH:5][C:6]([NH:9][C:10]2[CH:19]=[C:18]([NH:20][CH:21]3[CH2:26][CH2:25][N:24]([CH3:27])[CH2:23][CH2:22]3)[C:13]([C:14]([O:16]C)=[O:15])=[CH:12][N:11]=2)=[N:7][CH:8]=1)#[N:2].[I-].[Li+]. The catalyst is N1C=CC=CC=1. The product is [C:1]([C:3]1[N:4]=[CH:5][C:6]([NH:9][C:10]2[CH:19]=[C:18]([NH:20][CH:21]3[CH2:26][CH2:25][N:24]([CH3:27])[CH2:23][CH2:22]3)[C:13]([C:14]([OH:16])=[O:15])=[CH:12][N:11]=2)=[N:7][CH:8]=1)#[N:2]. The yield is 0.100. (4) The reactants are [CH2:1]([C:8]1[C:9]2[CH:10]=[CH:11][C:12]([O:31][CH3:32])=[C:13]([O:29][CH3:30])[C:14]=2[CH2:15][NH+:16]2[CH2:25][CH2:24][C:23]3[C:18](=[CH:19][C:20]4[O:28][CH2:27][O:26][C:21]=4[CH:22]=3)[C:17]=12)[C:2]1[CH:7]=[CH:6][CH:5]=[CH:4][CH:3]=1.[Br-].[OH-:34].[Na+]. The catalyst is O. The product is [CH2:1]([C:8]1[C:9]2[CH:10]=[CH:11][C:12]([O:31][CH3:32])=[C:13]([O:29][CH3:30])[C:14]=2[C:15](=[O:34])[N:16]2[CH2:25][CH2:24][C:23]3[C:18](=[CH:19][C:20]4[O:28][CH2:27][O:26][C:21]=4[CH:22]=3)[C:17]=12)[C:2]1[CH:3]=[CH:4][CH:5]=[CH:6][CH:7]=1. The yield is 0.220. (5) The reactants are [Cl:1][C:2]1[CH:7]=[CH:6][C:5]([C:8]2[N:12]([C:13]3[CH:18]=[CH:17][C:16]([Cl:19])=[CH:15][C:14]=3[Cl:20])[N:11]=[C:10]([C:21](Cl)=[O:22])[C:9]=2[CH3:24])=[CH:4][CH:3]=1.[C:25]([NH2:32])(=[O:31])[CH2:26][CH2:27][CH2:28][CH2:29][CH3:30].C[Si]([N-][Si](C)(C)C)(C)C.[Li+]. No catalyst specified. The product is [C:25]([NH:32][C:21]([C:10]1[C:9]([CH3:24])=[C:8]([C:5]2[CH:4]=[CH:3][C:2]([Cl:1])=[CH:7][CH:6]=2)[N:12]([C:13]2[CH:18]=[CH:17][C:16]([Cl:19])=[CH:15][C:14]=2[Cl:20])[N:11]=1)=[O:22])(=[O:31])[CH2:26][CH2:27][CH2:28][CH2:29][CH3:30]. The yield is 0.480. (6) The reactants are [CH:1](=[N:8]/[OH:9])\[C:2]1[CH:7]=[CH:6][CH:5]=[CH:4][CH:3]=1.[Cl:10]N1C(=O)CCC1=O. The catalyst is CN(C)C=O.O. The product is [OH:9]/[N:8]=[C:1](\[Cl:10])/[C:2]1[CH:7]=[CH:6][CH:5]=[CH:4][CH:3]=1. The yield is 0.980. (7) The reactants are [Cl:1][C:2]1[CH:3]=[C:4]([C:8]#[C:9][C:10]2[NH:11][O:12][CH:13]3[NH:17][CH2:16][CH2:15][C:14]=23)[CH:5]=[CH:6][CH:7]=1.C(N(CC)CC)C.[CH:25]([N:28]=[C:29]=[O:30])([CH3:27])[CH3:26].O. The catalyst is C(Cl)Cl. The product is [Cl:1][C:2]1[CH:3]=[C:4]([C:8]#[C:9][C:10]2[CH:14]3[CH2:15][CH2:16][N:17]([C:29]([NH:28][CH:25]([CH3:27])[CH3:26])=[O:30])[CH:13]3[O:12][N:11]=2)[CH:5]=[CH:6][CH:7]=1. The yield is 0.660.